From a dataset of Aqueous solubility values for 9,982 compounds from the AqSolDB database. Regression/Classification. Given a drug SMILES string, predict its absorption, distribution, metabolism, or excretion properties. Task type varies by dataset: regression for continuous measurements (e.g., permeability, clearance, half-life) or binary classification for categorical outcomes (e.g., BBB penetration, CYP inhibition). For this dataset (solubility_aqsoldb), we predict Y. (1) The compound is CC(=O)NCCO. The Y is 0.987 log mol/L. (2) The molecule is CCCCCOC(=O)C(C)O. The Y is -1.20 log mol/L. (3) The drug is CCOC(=O)c1ccc(NS(=O)(=O)c2ccccc2)nc1. The Y is -4.24 log mol/L. (4) The drug is CC(C)CCCCCCOC(=O)CCCCC(=O)OCCCCCCC(C)C. The Y is -6.60 log mol/L. (5) The molecule is CCCCOC(=O)c1ccc(N)cc1. The Y is -3.06 log mol/L. (6) The drug is COC(=O)c1nc(Cl)c(Cl)nc1N. The Y is -4.53 log mol/L.